Predict the product of the given reaction. From a dataset of Forward reaction prediction with 1.9M reactions from USPTO patents (1976-2016). (1) Given the reactants [CH2:1]([O:8][CH2:9][CH2:10][O:11][C:12]1[CH:17]=[CH:16][C:15]([NH:18][C:19](=[O:29])[CH2:20][C:21]2[CH:26]=[CH:25][C:24](Br)=[CH:23][C:22]=2[F:28])=[CH:14][C:13]=1[C:30]([F:33])([F:32])[F:31])[C:2]1[CH:7]=[CH:6][CH:5]=[CH:4][CH:3]=1.[CH3:34][C:35]1([CH3:51])[C:39]([CH3:41])([CH3:40])[O:38][B:37]([B:37]2[O:38][C:39]([CH3:41])([CH3:40])[C:35]([CH3:51])([CH3:34])[O:36]2)[O:36]1.C([O-])(=O)C.[K+], predict the reaction product. The product is: [CH2:1]([O:8][CH2:9][CH2:10][O:11][C:12]1[CH:17]=[CH:16][C:15]([NH:18][C:19](=[O:29])[CH2:20][C:21]2[CH:26]=[CH:25][C:24]([B:37]3[O:38][C:39]([CH3:41])([CH3:40])[C:35]([CH3:51])([CH3:34])[O:36]3)=[CH:23][C:22]=2[F:28])=[CH:14][C:13]=1[C:30]([F:33])([F:32])[F:31])[C:2]1[CH:7]=[CH:6][CH:5]=[CH:4][CH:3]=1. (2) Given the reactants [N:1]1[N:5]2[C:9](=[O:10])[C:4]3[N:5]([N:1]=[CH:2][CH:3]=3)[C:9](=[O:10])[C:4]2=[CH:3][CH:2]=1.[F:15][C:16]1[CH:22]=[C:21]([F:23])[CH:20]=[CH:19][C:17]=1[NH2:18], predict the reaction product. The product is: [F:15][C:16]1[CH:22]=[C:21]([F:23])[CH:20]=[CH:19][C:17]=1[NH:18][C:9]([C:4]1[CH:3]=[CH:2][NH:1][N:5]=1)=[O:10]. (3) Given the reactants [C:1]([C-:3]([C:10]#[N:11])[C:4](=O)[NH:5][CH2:6][CH2:7][CH3:8])#[N:2].[K+].[NH2:13][NH2:14].[OH2:15].Cl, predict the reaction product. The product is: [NH2:2][C:1]1[C:3]([C:4]([NH:5][CH2:6][CH2:7][CH3:8])=[O:15])=[C:10]([NH2:11])[NH:14][N:13]=1.